This data is from Reaction yield outcomes from USPTO patents with 853,638 reactions. The task is: Predict the reaction yield, written as a fraction of the theoretical maximum amount of product (1.0 means a 100% yield; for example, 0.34 means a 34% yield). (1) The reactants are [Cl:1][C:2]1[N:6]2[CH:7]=[C:8]([C:15]3[CH:19]=[CH:18][O:17][CH:16]=3)[CH:9]=[C:10]([C:11]([F:14])([F:13])[F:12])[C:5]2=[N:4][C:3]=1[C:20]([N:22]1[CH2:27][CH:26]=[C:25](OS(C(F)(F)F)(=O)=O)[CH2:24][CH2:23]1)=[O:21].[F:36][C:37]1[C:42]([O:43][CH3:44])=[CH:41][CH:40]=[C:39]([F:45])[C:38]=1B(O)O.C(Cl)Cl. The catalyst is C([O-])([O-])=O.[Na+].[Na+].C(#N)C.CCOC(C)=O.C1C=CC(P(C2C=CC=CC=2)[C-]2C=CC=C2)=CC=1.C1C=CC(P(C2C=CC=CC=2)[C-]2C=CC=C2)=CC=1.Cl[Pd]Cl.[Fe+2]. The product is [Cl:1][C:2]1[N:6]2[CH:7]=[C:8]([C:15]3[CH:19]=[CH:18][O:17][CH:16]=3)[CH:9]=[C:10]([C:11]([F:14])([F:12])[F:13])[C:5]2=[N:4][C:3]=1[C:20]([N:22]1[CH2:27][CH:26]=[C:25]([C:38]2[C:39]([F:45])=[CH:40][CH:41]=[C:42]([O:43][CH3:44])[C:37]=2[F:36])[CH2:24][CH2:23]1)=[O:21]. The yield is 0.450. (2) The reactants are [CH3:1][O:2][C:3]([C:5]1([C:8]2[CH:13]=[CH:12][C:11]([OH:14])=[C:10]([C:15](=O)[CH3:16])[CH:9]=2)[CH2:7][CH2:6]1)=[O:4].Cl.[NH2:19][OH:20].C([O-])(=O)C.[Na+]. The catalyst is CCO. The product is [CH3:1][O:2][C:3]([C:5]1([C:8]2[CH:13]=[CH:12][C:11]([OH:14])=[C:10]([C:15](=[N:19][OH:20])[CH3:16])[CH:9]=2)[CH2:7][CH2:6]1)=[O:4]. The yield is 0.980. (3) The reactants are [CH:1]1([C:4]#[C:5][C:6]2[CH:16]=[CH:15][C:9]([C:10]([O:12]CC)=[O:11])=[CH:8][C:7]=2[O:17][CH2:18][CH:19]2[CH2:21][CH2:20]2)[CH2:3][CH2:2]1.[Li+].[OH-].CO. The catalyst is O. The product is [CH:1]1([C:4]#[C:5][C:6]2[CH:16]=[CH:15][C:9]([C:10]([OH:12])=[O:11])=[CH:8][C:7]=2[O:17][CH2:18][CH:19]2[CH2:21][CH2:20]2)[CH2:2][CH2:3]1. The yield is 0.980. (4) The reactants are [C:1]([O:5][C:6](=[O:41])[C@@H:7]([NH:20][C:21](=[O:40])[NH:22][C@@H:23]([CH2:31][CH2:32][C:33]([O:35][C:36]([CH3:39])([CH3:38])[CH3:37])=[O:34])[C:24]([O:26][C:27]([CH3:30])([CH3:29])[CH3:28])=[O:25])[CH2:8][CH2:9][C:10](ON1C(=O)CCC1=O)=[O:11])([CH3:4])([CH3:3])[CH3:2].[NH2:42][C@@H:43]([CH2:47][CH2:48][CH2:49][CH2:50][N:51]([CH2:66][C:67]1[N:68]([CH2:72][C:73]([O:75][C:76]([CH3:79])([CH3:78])[CH3:77])=[O:74])[CH:69]=[CH:70][N:71]=1)[CH2:52][C:53]1[N:54]([CH2:58][C:59](=[O:65])[O:60][C:61]([CH3:64])([CH3:63])[CH3:62])[CH:55]=[CH:56][N:57]=1)[C:44]([OH:46])=[O:45].CCN(C(C)C)C(C)C. The catalyst is CN(C=O)C. The product is [C:61]([O:60][C:59](=[O:65])[CH2:58][N:54]1[CH:55]=[CH:56][N:57]=[C:53]1[CH2:52][N:51]([CH2:66][C:67]1[N:68]([CH2:72][C:73](=[O:74])[O:75][C:76]([CH3:79])([CH3:78])[CH3:77])[CH:69]=[CH:70][N:71]=1)[CH2:50][CH2:49][CH2:48][CH2:47][C@H:43]([NH:42][C:10](=[O:11])[CH2:9][CH2:8][C@@H:7]([C:6]([O:5][C:1]([CH3:4])([CH3:3])[CH3:2])=[O:41])[NH:20][C:21](=[O:40])[NH:22][C@H:23]([C:24]([O:26][C:27]([CH3:28])([CH3:29])[CH3:30])=[O:25])[CH2:31][CH2:32][C:33](=[O:34])[O:35][C:36]([CH3:39])([CH3:38])[CH3:37])[C:44]([OH:46])=[O:45])([CH3:62])([CH3:64])[CH3:63]. The yield is 0.860. (5) The reactants are [O:1]=[C:2]1[CH2:10][CH2:9][CH2:8][C:7]2[NH:6][CH:5]=[C:4]([CH2:11][CH2:12][C:13]([OH:15])=O)[C:3]1=2.ON1C2C=CC=CC=2N=N1.C(N(CC)C(C)C)(C)C.[N:35]1([C:41]([O:43][C:44]([CH3:47])([CH3:46])[CH3:45])=[O:42])[CH2:40][CH2:39][NH:38][CH2:37][CH2:36]1. The catalyst is ClCCl. The product is [C:44]([O:43][C:41]([N:35]1[CH2:40][CH2:39][N:38]([C:13](=[O:15])[CH2:12][CH2:11][C:4]2[C:3]3[C:2](=[O:1])[CH2:10][CH2:9][CH2:8][C:7]=3[NH:6][CH:5]=2)[CH2:37][CH2:36]1)=[O:42])([CH3:47])([CH3:45])[CH3:46]. The yield is 0.860. (6) The reactants are [CH2:1]([NH:3][CH2:4][CH2:5][OH:6])[CH3:2].[N+:7]([O-:10])([OH:9])=[O:8].CC(OC(C)=O)=O. The catalyst is CCOC(C)=O.CCCCCC. The product is [N+:7]([O-:10])([O-:9])=[O:8].[CH2:1]([NH2+:3][CH2:4][CH2:5][O:6][N+:7]([O-:9])=[O:8])[CH3:2]. The yield is 0.760. (7) The reactants are [CH3:1][N:2]1[CH2:7][CH2:6][N:5]([C:8]([O:10][C@@H:11]2[N:20]([C:21]3[CH:22]=[CH:23][C:24]([Cl:27])=[CH:25][N:26]=3)[C:18](=[O:19])[C:13]3[N:14]=[CH:15][CH:16]=[N:17][C:12]2=3)=[O:9])[CH2:4][CH2:3]1.[C:28]1([S:34]([OH:37])(=[O:36])=[O:35])[CH:33]=[CH:32][CH:31]=[CH:30][CH:29]=1.CN1CCN(C(OC2N(C3C=CC(Cl)=CN=3)C(=O)C3N=CC=NC2=3)=O)CC1. The catalyst is O1CCCC1. The product is [CH3:1][N:2]1[CH2:7][CH2:6][N:5]([C:8]([O:10][C@@H:11]2[N:20]([C:21]3[CH:22]=[CH:23][C:24]([Cl:27])=[CH:25][N:26]=3)[C:18](=[O:19])[C:13]3[N:14]=[CH:15][CH:16]=[N:17][C:12]2=3)=[O:9])[CH2:4][CH2:3]1.[S:34]([C:28]1[CH:33]=[CH:32][CH:31]=[CH:30][CH:29]=1)([O-:37])(=[O:36])=[O:35]. The yield is 0.927. (8) The reactants are [Br:1][C:2]1[CH:3]=[CH:4][C:5]2[S:9][C:8]([CH2:10][CH2:11]O)=[N:7][C:6]=2[CH:13]=1.C([N:16]([CH2:19][CH3:20])[CH2:17][CH3:18])C.S(Cl)([CH3:24])(=O)=O.C(#N)C. The catalyst is C(Cl)Cl. The product is [Br:1][C:2]1[CH:3]=[CH:4][C:5]2[S:9][C:8]([CH2:10][CH2:11][N:16]3[CH2:17][CH2:18][CH2:24][C@H:19]3[CH3:20])=[N:7][C:6]=2[CH:13]=1. The yield is 1.00. (9) The yield is 0.930. The reactants are [F:1][CH:2]([F:22])[O:3][C:4]1[CH:9]=[CH:8][C:7]([C:10](=O)[C:11]([C:13]2[CH:14]=[C:15]([CH:18]=[CH:19]C=2)C=O)=O)=[CH:6][CH:5]=1.Cl.[CH3:24][NH:25][C:26]([NH2:28])=[NH:27].[C:29](=[O:32])([O-])[O-].[Na+].[Na+].[CH:35]([OH:38])(C)C. No catalyst specified. The product is [NH2:27][C:26]1[N:25]([CH3:24])[C:29](=[O:32])[C:10]([C:11]2[CH:13]=[C:14]([CH:15]=[CH:18][CH:19]=2)[CH:35]=[O:38])([C:7]2[CH:6]=[CH:5][C:4]([O:3][CH:2]([F:1])[F:22])=[CH:9][CH:8]=2)[N:28]=1. (10) The reactants are [CH3:1][C:2]1[CH:7]=[C:6]([CH3:8])[NH:5][C:4](=[O:9])[C:3]=1[CH2:10][NH:11]C(=O)OC(C)(C)C.O1CCOCC1.[ClH:25]. No catalyst specified. The product is [ClH:25].[NH2:11][CH2:10][C:3]1[C:4](=[O:9])[NH:5][C:6]([CH3:8])=[CH:7][C:2]=1[CH3:1]. The yield is 0.400.